From a dataset of Reaction yield outcomes from USPTO patents with 853,638 reactions. Predict the reaction yield, written as a fraction of the theoretical maximum amount of product (1.0 means a 100% yield; for example, 0.34 means a 34% yield). (1) The reactants are [OH:1][C@H:2]1[C@@H:7]([OH:8])[C@H:6]([OH:9])[C@@H:5]([CH2:10][OH:11])[N:4]([CH2:12]/[CH:13]=[CH:14]/[C:15]2[CH:20]=[CH:19][C:18]([C:21]3[CH:26]=[CH:25][CH:24]=[CH:23][CH:22]=3)=[CH:17][CH:16]=2)[C@@H:3]1[C:27]([NH:29][CH3:30])=[O:28]. The catalyst is CO.[Pd]. The product is [OH:1][C@H:2]1[C@@H:7]([OH:8])[C@H:6]([OH:9])[C@@H:5]([CH2:10][OH:11])[N:4]([CH2:12][CH2:13][CH2:14][C:15]2[CH:20]=[CH:19][C:18]([C:21]3[CH:26]=[CH:25][CH:24]=[CH:23][CH:22]=3)=[CH:17][CH:16]=2)[C@@H:3]1[C:27]([NH:29][CH3:30])=[O:28]. The yield is 0.450. (2) The reactants are Cl.[NH:2]1[CH2:5][CH:4]([C:6]2[C:11]([Cl:12])=[N:10][CH:9]=[CH:8][N:7]=2)[CH2:3]1.Cl[C:14]1[N:23]=[CH:22][C:21]2[C:16](=[CH:17][CH:18]=[CH:19][CH:20]=2)[N:15]=1.C(=O)([O-])[O-].[Cs+].[Cs+]. The catalyst is CN(C=O)C.O. The product is [Cl:12][C:11]1[C:6]([CH:4]2[CH2:5][N:2]([C:14]3[N:23]=[CH:22][C:21]4[C:16](=[CH:17][CH:18]=[CH:19][CH:20]=4)[N:15]=3)[CH2:3]2)=[N:7][CH:8]=[CH:9][N:10]=1. The yield is 0.470. (3) The reactants are CC1(C)C(C)(C)OB([C:9]2[CH2:10][N:11]([C:14]([O:16][C:17]([CH3:20])([CH3:19])[CH3:18])=[O:15])[CH2:12][CH:13]=2)O1.[CH3:22][O:23][C:24]([C:26]1[CH:31]=[CH:30][CH:29]=[C:28](Br)[N:27]=1)=[O:25].C(=O)([O-])[O-].[K+].[K+]. The catalyst is CN(C=O)C.CCOC(C)=O.C1C=CC(P(C2C=CC=CC=2)[C-]2C=CC=C2)=CC=1.C1C=CC(P(C2C=CC=CC=2)[C-]2C=CC=C2)=CC=1.Cl[Pd]Cl.[Fe+2]. The product is [CH3:22][O:23][C:24]([C:26]1[CH:31]=[CH:30][CH:29]=[C:28]([C:9]2[CH2:10][N:11]([C:14]([O:16][C:17]([CH3:18])([CH3:19])[CH3:20])=[O:15])[CH2:12][CH:13]=2)[N:27]=1)=[O:25]. The yield is 0.805. (4) The reactants are [NH2:1][C:2]1[C:14]2[C:13]3[C:12]4[CH:15]=[CH:16][C:17]([N:19]5[CH2:24][CH2:23][N:22](C(OC(C)(C)C)=O)[CH2:21][CH2:20]5)=[CH:18][C:11]=4[NH:10][C:9](=[O:32])[C:8]=3[C:7]([C:33]3[CH:38]=[CH:37][C:36]([O:39]C)=[CH:35][CH:34]=3)=[N:6][C:5]=2[NH:4][N:3]=1.B(Br)(Br)[Br:42].CO. The catalyst is ClC(Cl)C. The product is [BrH:42].[NH2:1][C:2]1[C:14]2[C:13]3[C:12]4[CH:15]=[CH:16][C:17]([N:19]5[CH2:20][CH2:21][NH:22][CH2:23][CH2:24]5)=[CH:18][C:11]=4[NH:10][C:9](=[O:32])[C:8]=3[C:7]([C:33]3[CH:38]=[CH:37][C:36]([OH:39])=[CH:35][CH:34]=3)=[N:6][C:5]=2[NH:4][N:3]=1. The yield is 0.800. (5) The reactants are [C:1]([C:5]1[CH:10]=[CH:9][CH:8]=[CH:7][C:6]=1[N:11]1[CH2:16][CH2:15][N:14]([C:17](=[O:32])[C:18]([NH:20][CH2:21][C:22]([O:24]CC2C=CC=CC=2)=[O:23])=[O:19])[CH2:13][CH2:12]1)([CH3:4])([CH3:3])[CH3:2]. The catalyst is C(OCC)(=O)C.[OH-].[Pd+2].[OH-]. The product is [C:1]([C:5]1[CH:10]=[CH:9][CH:8]=[CH:7][C:6]=1[N:11]1[CH2:12][CH2:13][N:14]([C:17](=[O:32])[C:18]([NH:20][CH2:21][C:22]([OH:24])=[O:23])=[O:19])[CH2:15][CH2:16]1)([CH3:4])([CH3:2])[CH3:3]. The yield is 0.980.